From a dataset of Forward reaction prediction with 1.9M reactions from USPTO patents (1976-2016). Predict the product of the given reaction. The product is: [CH2:1]([O:3][C:4](=[O:15])[CH2:5][C:6]1[CH:7]=[CH:8][C:9]([NH2:12])=[CH:10][CH:11]=1)[CH3:2]. Given the reactants [CH2:1]([O:3][C:4](=[O:15])[CH2:5][C:6]1[CH:11]=[CH:10][C:9]([N+:12]([O-])=O)=[CH:8][CH:7]=1)[CH3:2], predict the reaction product.